Dataset: Catalyst prediction with 721,799 reactions and 888 catalyst types from USPTO. Task: Predict which catalyst facilitates the given reaction. (1) Product: [CH3:1][O:2][C:3](=[O:17])[CH2:4][O:5][C:6]1[CH:15]=[CH:14][C:13]([S:16][CH2:19][C:20]2[S:24][C:23]([C:25]3[CH:26]=[CH:27][C:28]([C:31]([F:34])([F:32])[F:33])=[CH:29][CH:30]=3)=[N:22][C:21]=2[CH3:35])=[C:12]2[C:7]=1[CH2:8][CH2:9][CH2:10][O:11]2. Reactant: [CH3:1][O:2][C:3](=[O:17])[CH2:4][O:5][C:6]1[CH:15]=[CH:14][C:13]([SH:16])=[C:12]2[C:7]=1[CH2:8][CH2:9][CH2:10][O:11]2.Cl[CH2:19][C:20]1[S:24][C:23]([C:25]2[CH:30]=[CH:29][C:28]([C:31]([F:34])([F:33])[F:32])=[CH:27][CH:26]=2)=[N:22][C:21]=1[CH3:35].C(=O)([O-])[O-].[Cs+].[Cs+]. The catalyst class is: 10. (2) Reactant: [CH2:1]([O:3][C:4](=[O:22])[CH:5]=[CH:6][CH:7]=[CH:8][C:9]1[CH:14]=[C:13]([O:15][CH3:16])[C:12]([O:17][CH3:18])=[CH:11][C:10]=1[N+:19]([O-])=O)[CH3:2]. Product: [CH2:1]([O:3][C:4](=[O:22])[CH2:5][CH2:6][CH2:7][CH2:8][C:9]1[CH:14]=[C:13]([O:15][CH3:16])[C:12]([O:17][CH3:18])=[CH:11][C:10]=1[NH2:19])[CH3:2]. The catalyst class is: 50.